This data is from hERG Central: cardiac toxicity at 1µM, 10µM, and general inhibition. The task is: Predict hERG channel inhibition at various concentrations. (1) Results: hERG_inhib (hERG inhibition (general)): blocker. The molecule is CC(=O)c1ccc(N2CCN(C(=O)Nc3ccc(C(C)C)cc3)CC2)cc1. (2) The molecule is COc1ccc(OC)c(CN2CCN(CCCc3ccccc3)C(CCO)C2)c1. Results: hERG_inhib (hERG inhibition (general)): blocker.